This data is from Full USPTO retrosynthesis dataset with 1.9M reactions from patents (1976-2016). The task is: Predict the reactants needed to synthesize the given product. (1) Given the product [CH2:41]([C:43]1([CH2:47][O:48][CH2:49][C:50]2[C:51]([CH2:56][O:57][CH2:58][C:59]3([CH2:63][CH3:64])[CH2:62][O:61][CH2:60]3)=[C:52]([CH2:27][O:26][CH2:25][C:21]3([CH2:19][CH3:20])[CH2:24][O:23][CH2:22]3)[CH:53]=[CH:54][CH:55]=2)[CH2:46][O:45][CH2:44]1)[CH3:42].[CH2:63]([C:59]1([CH2:58][O:57][CH2:56][C:51]2[CH:52]=[CH:53][CH:54]=[CH:55][C:50]=2[O:4][C:3]2[CH:28]=[CH:29][CH:30]=[CH:31][C:32]=2[CH2:27][O:26][CH2:25][C:21]2([CH2:19][CH3:20])[CH2:22][O:23][CH2:24]2)[CH2:60][O:61][CH2:62]1)[CH3:64], predict the reactants needed to synthesize it. The reactants are: C1[O:4][CH2:3]C1.CC1(C)COC1.ClCC1(CCl)COC1.[CH2:19]([C:21]1([CH2:25][O:26][C:27]2[CH:32]=[CH:31][CH:30]=[CH:29][CH:28]=2)[CH2:24][O:23][CH2:22]1)[CH3:20].C(C1(CO)COC1)C.[CH2:41]([C:43]1([CH2:47][O:48][CH2:49][C:50]2[CH:55]=[CH:54][CH:53]=[CH:52][C:51]=2[CH2:56][O:57][CH2:58][C:59]2([CH2:63][CH3:64])[CH2:62][O:61][CH2:60]2)[CH2:46][O:45][CH2:44]1)[CH3:42]. (2) The reactants are: [CH3:1][O:2][C:3]1[CH:4]=[C:5]2[C:10](=[CH:11][CH:12]=1)[CH:9]=[C:8]([C:13](=O)[CH2:14][CH2:15][C:16]([C:18]1[CH:23]=[CH:22][CH:21]=[CH:20][CH:19]=1)=O)[CH:7]=[CH:6]2.[CH3:25][NH2:26]. Given the product [CH3:1][O:2][C:3]1[CH:4]=[C:5]2[C:10](=[CH:11][CH:12]=1)[CH:9]=[C:8]([C:13]1[N:26]([CH3:25])[C:16]([C:18]3[CH:23]=[CH:22][CH:21]=[CH:20][CH:19]=3)=[CH:15][CH:14]=1)[CH:7]=[CH:6]2, predict the reactants needed to synthesize it.